The task is: Predict the reactants needed to synthesize the given product.. This data is from Full USPTO retrosynthesis dataset with 1.9M reactions from patents (1976-2016). (1) Given the product [CH3:1][C@@H:2]1[CH2:7][N:6]([C:8]2[CH:13]=[CH:12][CH:11]=[C:10]([N+:14]([O-:16])=[O:15])[CH:9]=2)[C:5](=[O:17])[CH2:4][N:3]1[C:29](=[O:30])[C:28]([F:39])([F:38])[F:27], predict the reactants needed to synthesize it. The reactants are: [CH3:1][C@@H:2]1[CH2:7][N:6]([C:8]2[CH:13]=[CH:12][CH:11]=[C:10]([N+:14]([O-:16])=[O:15])[CH:9]=2)[C:5](=[O:17])[CH2:4][NH:3]1.CCN(C(C)C)C(C)C.[F:27][C:28]([F:39])([F:38])[C:29](O[C:29](=[O:30])[C:28]([F:39])([F:38])[F:27])=[O:30].O. (2) Given the product [F:23][C:24]1[CH:32]=[CH:31][C:27]([C:13]([NH:12][C@H:3]2[C:4]3[C:9](=[CH:8][CH:7]=[C:6]([I:11])[CH:5]=3)[CH2:10][C@@H:2]2[OH:1])=[O:19])=[CH:26][CH:25]=1, predict the reactants needed to synthesize it. The reactants are: [OH:1][C@H:2]1[CH2:10][C:9]2[C:4](=[CH:5][C:6]([I:11])=[CH:7][CH:8]=2)[C@@H:3]1[NH:12][C:13](=[O:19])OC(C)(C)C.Cl.[OH-].[Na+].[F:23][C:24]1[CH:32]=[CH:31][C:27](C(Cl)=O)=[CH:26][CH:25]=1. (3) Given the product [ClH:18].[NH2:8][C:9]([CH3:17])([CH3:16])[C:10]([O:12][CH:13]([CH3:15])[CH3:14])=[O:11], predict the reactants needed to synthesize it. The reactants are: C(OC([NH:8][C:9]([CH3:17])([CH3:16])[C:10]([O:12][CH:13]([CH3:15])[CH3:14])=[O:11])=O)(C)(C)C.[ClH:18].O1CCOCC1.